Dataset: Forward reaction prediction with 1.9M reactions from USPTO patents (1976-2016). Task: Predict the product of the given reaction. (1) Given the reactants [OH:1][C:2]1[C:7]([C:8](O)=[O:9])=[CH:6][CH:5]=[C:4]([CH3:11])[N:3]=1.[H-].[H-].[H-].[H-].[Li+].[Al+3].O.[OH-].[Na+], predict the reaction product. The product is: [OH:9][CH2:8][C:7]1[C:2](=[O:1])[NH:3][C:4]([CH3:11])=[CH:5][CH:6]=1. (2) Given the reactants Br[C:2]1[C:3]2[N:4]([N:29]=[CH:30][N:31]=2)[CH:5]=[C:6]([C:8]2[CH:9]=[C:10]([CH:26]=[CH:27][CH:28]=2)[C:11]([NH:13][C:14]2[CH:23]=[CH:22][C:17]([C:18]([O:20][CH3:21])=[O:19])=[C:16]([O:24][CH3:25])[CH:15]=2)=[O:12])[CH:7]=1.[CH3:32][O:33][C:34]1[CH:35]=[CH:36][C:37]([NH2:42])=[N:38][C:39]=1[O:40][CH3:41].CC(C1C=C(C(C)C)C(C2C=CC=CC=2P(C2CCCCC2)C2CCCCC2)=C(C(C)C)C=1)C.C([O-])([O-])=O.[Cs+].[Cs+], predict the reaction product. The product is: [CH3:32][O:33][C:34]1[CH:35]=[CH:36][C:37]([NH:42][C:2]2[C:3]3[N:4]([N:29]=[CH:30][N:31]=3)[CH:5]=[C:6]([C:8]3[CH:9]=[C:10]([CH:26]=[CH:27][CH:28]=3)[C:11]([NH:13][C:14]3[CH:23]=[CH:22][C:17]([C:18]([O:20][CH3:21])=[O:19])=[C:16]([O:24][CH3:25])[CH:15]=3)=[O:12])[CH:7]=2)=[N:38][C:39]=1[O:40][CH3:41].